From a dataset of Experimentally validated miRNA-target interactions with 360,000+ pairs, plus equal number of negative samples. Binary Classification. Given a miRNA mature sequence and a target amino acid sequence, predict their likelihood of interaction. (1) The miRNA is mmu-miR-16-1-3p with sequence CCAGUAUUGACUGUGCUGCUGA. The protein sequence of the target gene is MDLWQLLLTLAVAGSSDAFSGSEATPAFLVRASQSLQILYPVLETNSSGNPKFTKCRSPELETFSCHWTDGANHSLQSPGSVQMFYIRRDIQEWKECPDYVSAGENSCYFNSSYTSVWTPYCIKLTSNGGIVDHKCFSVEDIVQPDPPVGLNWTLLNISLTEIHADILVKWEPPPNTDVKMGWIILEYELHYKELNETQWKMMDPLMVTSVPMYSLRLDKEYEVRVRTRQRNTEKYGKFSEVLLITFPQMNPSACEEDFQFPWFLIIIFGILGLAVTLYLLIFSKQQRIKMLILPPVPVP.... Result: 0 (no interaction). (2) The miRNA is mmu-miR-701-5p with sequence UUAGCCGCUGAAAUAGAUGGA. The protein sequence of the target gene is MEAQSYQEVMKNNGQHLFSSQHRSLTRQSRRRTATNNTLMERFLQDVLRHHPYNYQDNRSAPNEPEAAAAAAAAADPGSPEVVVVLDDSDEKEDDTADSGAERNSEDSGSVEEIDYRPGTSQEHAEVAVRPSVIQKLERGQQQSLELAHKVESGVKKVNSVGVVQATTSGKKLVRPPVICNAPASSLPSGSFERPVAANSVPRLVLAVASDSFPACDTENLETYFDSPDQGPSNPSSQPKTKDPKKKLSINLDKLLAQRNLRAKGASFSPVVRVRELTGSELCSVRAESSELEAGTAGNP.... Result: 0 (no interaction). (3) The miRNA is cel-miR-66-5p with sequence CAUGACACUGAUUAGGGAUGUGA. The protein sequence of the target gene is MPPKAPRRTAAAEPPPPPPPPPEDDPAQDSDPEELPLIRLEFEKIEEPEFIALCQKLKVPDHVRERAWLTWEKVSSVDGILEGYIQKKKELWGICIFIAAVDLDEMPFTFTELQKSIETSVYKFFDLLKEIDTSTKVDNAVSRLLKKYNVLCALYSKLERTCGLIYLTQPSSGLSTEINSMLVLKVSWITFLLAKGEVVQMEDDLVISFQLMLCVLDYFIKLSPPALLREPYKTAATPINGSPRTPRRGQNRSARIAKQLESDTRTIEVLCKEHECNVDEVKNVYFKNFIPFISSLGIVS.... Result: 0 (no interaction). (4) The miRNA is hsa-miR-450a-1-3p with sequence AUUGGGAACAUUUUGCAUGUAU. The protein sequence of the target gene is MDPECSRLLPALCAVLADPRQLVADDTCLEKLLDWFKTVTEAESSLQLLQDHPCLMELLSHVLKPQDVSPRVLSFALRLVGVFAAQEDCFEYLQQGELLLGLFGESGAPGWAAWSIPSVRSGWIQGLCYLAHHPSALHFLADSGAVDTLFSLQGDPSLFVASAASQLLVHILALSMQGGAPGSPVPEAAAWPMCAQKIVNHVDESLHAKATPQVTQALNVLTTTFGRCHNPWTGVLWERLSPPVARLFERDPIPAVHALMDLLLSVARSPVLNFAACGLWEMLAQTLSRLSPIQAGPLAL.... Result: 0 (no interaction). (5) The miRNA is hsa-miR-4477b with sequence AUUAAGGACAUUUGUGAUUGAU. The protein sequence of the target gene is MVILQQGDHVWMDLRLGQEFDVPIGAVVKLCDSGQVQVVDDEDNEHWISPQNATHIKPMHPTSVHGVEDMIRLGDLNEAGILRNLLIRYRDHLIYTYTGSILVAVNPYQLLSIYSPEHIRQYTNKKIGEMPPHIFAIADNCYFNMKRNSRDQCCIISGESGAGKTESTKLILQFLAAISGQHSWIEQQVLEATPILEAFGNAKTIRNDNSSRFGKYIDIHFNKRGAIEGAKIEQYLLEKSRVCRQALDERNYHVFYCMLEGMSEDQKKKLGLGQASDYNYLAMGNCITCEGRVDSQEYAN.... Result: 0 (no interaction). (6) The miRNA is mmu-miR-467g with sequence UAUACAUACACACACAUAUAU. The protein sequence of the target gene is MSSSCSGLSRVLVAVATALVSASSPCPQAWGPPGVQYGQPGRSVKLCCPGVTAGDPVSWFRDGEPKLLQGPDSGLGHELVLAQADSTDEGTYICQTLDGALGGTVTLQLGYPPARPVVSCQAADYENFSCTWSPSQISGLPTRYLTSYRKKTVLGADSQRRSPSTGPWPCPQDPLGAARCVVHGAEFWSQYRINVTEVNPLGASTRLLDVSLQSILRPDPPQGLRVESVPGYPRRLRASWTYPASWPCQPHFLLKFRLQYRPAQHPAWSTVEPAGLEEVITDAVAGLPHAVRVSARDFLD.... Result: 0 (no interaction). (7) The miRNA is hsa-miR-6770-3p with sequence CUGGCGGCUGUGUCUUCACAG. The protein sequence of the target gene is MAAELVEAKNMVMSFRVSDLQMLLGFVGRSKSGLKHELVTRALQLVQFDCSPELFKKIKELYETRYAKKNSEPAPQPHRPLDPLTMHSTYDRAGAVPRTPLAGPNIDYPVLYGKYLNGLGRLPAKTLKPEVRLVKLPFFNMLDELLKPTELVPQNNEKLQESPCIFALTPRQVELIRNSRELQPGVKAVQVVLRICYSDTSCPQEDQYPPNIAVKVNHSYCSVPGYYPSNKPGVEPKRPCRPINLTHLMYLSSATNRITVTWGNYGKSYSVALYLVRQLTSSELLQRLKTIGVKHPELCK.... Result: 1 (interaction). (8) The miRNA is hsa-miR-4447 with sequence GGUGGGGGCUGUUGUUU. The protein sequence of the target gene is MSRPSSVSPRPPAPSGGGTGGGGGGSGGGGGGGGGGPASCGPGGGGRAKGLKDIRIDEEVKIAVNIALERFRYGDQREMEFPSSLTSTERAFIHRLSQSLGLVSKSKGKGANRYLTVKKKDGSETAHAMMTCNLTHNTKHAVRSLIQRFPVTNKERTELLPKTERGNVFAVEAENREMSKTSGRLNNGIPQVPVKRGESEFDSFRQSLPVFEKQEEIVKIIKENKVVLIVGETGSGKTTQIPQFLLDDCFKNGIPCRIFCTQPRRLAAIAVAERVAAERRERIGQTIGYQIRLESRVSPK.... Result: 0 (no interaction). (9) The miRNA is cel-miR-75-3p with sequence UUAAAGCUACCAACCGGCUUCA. The protein sequence of the target gene is MLRARPEALMLLGALLTGSLGPSGNQDALSLPWEVQRYDGWFNNLRHHERGAVGCRLQRRVPANYADGVYQALEEPQLPNPRRLSNAATRGIAGLPSLHNRTVLGVFFGYHVLSDVVSVETPGCPAEFLNIRIPPGDPVFDPDQRGDVVLPFQRSRWDPETGRSPSNPRDLANQVTGWLDGSAIYGSSHSWSDALRSFSGGQLASGPDPAFPRDSQNPLLMWAAPDPATGQNGPRGLYAFGAERGNREPFLQALGLLWFRYHNLWAQRLARQHPDWEDEELFQHARKRVIATYQNIAVYE.... Result: 0 (no interaction).